Dataset: Forward reaction prediction with 1.9M reactions from USPTO patents (1976-2016). Task: Predict the product of the given reaction. (1) Given the reactants [F:1][C:2]1[CH:7]=[CH:6][C:5]([C:8]2[N:9]=[CH:10][N:11]([CH:19]3[CH2:23][CH2:22][N:21](C(OC(C)(C)C)=O)[CH2:20]3)[C:12]=2[C:13]2[CH:18]=[CH:17][N:16]=[CH:15][N:14]=2)=[CH:4][CH:3]=1.NC1N=C(C2N(C3CCN(C(OC(C)(C)C)=O)C3)C=NC=2C2C=CC(F)=CC=2)C=CN=1.C(O)(=O)C.C(N)=N.FC1C=CC(C2N=CN(C3CCNC3)C=2C2C=CN=C(N)N=2)=CC=1, predict the reaction product. The product is: [F:1][C:2]1[CH:7]=[CH:6][C:5]([C:8]2[N:9]=[CH:10][N:11]([CH:19]3[CH2:23][CH2:22][NH:21][CH2:20]3)[C:12]=2[C:13]2[CH:18]=[CH:17][N:16]=[CH:15][N:14]=2)=[CH:4][CH:3]=1. (2) Given the reactants C(Cl)(=O)C1C=CC=CC=1.[C:10](Cl)(=[O:19])[CH2:11][CH2:12][C:13]1[CH:18]=[CH:17][CH:16]=[CH:15][CH:14]=1.[NH2:21][C:22]1[CH:23]=[C:24]([CH:35]=[CH:36][N:37]=1)[C:25]([NH:27][CH2:28][C:29]1[CH:34]=[CH:33][CH:32]=[CH:31][CH:30]=1)=[O:26], predict the reaction product. The product is: [CH2:28]([NH:27][C:25](=[O:26])[C:24]1[CH:35]=[CH:36][N:37]=[C:22]([NH:21][C:10](=[O:19])[CH2:11][CH2:12][C:13]2[CH:18]=[CH:17][CH:16]=[CH:15][CH:14]=2)[CH:23]=1)[C:29]1[CH:34]=[CH:33][CH:32]=[CH:31][CH:30]=1. (3) Given the reactants [Br:1][C:2]1[CH:10]=[CH:9][C:5]([C:6]([OH:8])=O)=[C:4]([CH3:11])[CH:3]=1.F[B-](F)(F)F.N1(OC(N(C)C)=[N+](C)C)C2C=[CH:23][CH:24]=[CH:25][C:20]=2[N:19]=N1.CN1CCOCC1.N1CC=CC1, predict the reaction product. The product is: [N:19]1([C:6]([C:5]2[CH:9]=[CH:10][C:2]([Br:1])=[CH:3][C:4]=2[CH3:11])=[O:8])[CH2:20][CH:25]=[CH:24][CH2:23]1. (4) The product is: [NH2:14][CH2:13][C:10]1[CH:9]=[CH:8][C:7]([C:6]([NH:5][C:1]([CH3:2])([CH3:4])[CH3:3])=[O:15])=[CH:12][CH:11]=1. Given the reactants [C:1]([NH:5][C:6](=[O:15])[C:7]1[CH:12]=[CH:11][C:10]([C:13]#[N:14])=[CH:9][CH:8]=1)([CH3:4])([CH3:3])[CH3:2].N, predict the reaction product. (5) Given the reactants [NH2:1][C:2]1[N:7]=[CH:6][C:5]([O:8][CH:9]2[CH2:12][N:11]([C:13]([O:15][C:16]([CH3:19])([CH3:18])[CH3:17])=[O:14])[CH2:10]2)=[CH:4][CH:3]=1.Br[C:21]1[C:22](=[O:29])[N:23]([CH3:28])[CH:24]=[C:25]([Br:27])[CH:26]=1.C([O-])([O-])=O.[Cs+].[Cs+], predict the reaction product. The product is: [Br:27][C:25]1[CH:26]=[C:21]([NH:1][C:2]2[N:7]=[CH:6][C:5]([O:8][CH:9]3[CH2:12][N:11]([C:13]([O:15][C:16]([CH3:19])([CH3:18])[CH3:17])=[O:14])[CH2:10]3)=[CH:4][CH:3]=2)[C:22](=[O:29])[N:23]([CH3:28])[CH:24]=1.